From a dataset of Forward reaction prediction with 1.9M reactions from USPTO patents (1976-2016). Predict the product of the given reaction. (1) Given the reactants CC([O-])(C)C.[K+].[CH2:7]([O:9][C:10](=[O:21])[CH:11]([NH:17][C:18](=[O:20])[CH3:19])[C:12]([O:14][CH2:15][CH3:16])=[O:13])[CH3:8].[CH:22]1([C:25](Cl)=[O:26])[CH2:24][CH2:23]1, predict the reaction product. The product is: [CH2:15]([O:14][C:12](=[O:13])[C:11]([NH:17][C:18](=[O:20])[CH3:19])([C:25]([CH:22]1[CH2:24][CH2:23]1)=[O:26])[C:10]([O:9][CH2:7][CH3:8])=[O:21])[CH3:16]. (2) Given the reactants [C:1]([NH:5][S:6]([C:9]1[CH:14]=[CH:13][C:12]([N:15]=[CH:16][C:17]2[CH:22]=[CH:21][C:20]([O:23][CH3:24])=[C:19]([F:25])[CH:18]=2)=[CH:11][CH:10]=1)(=[O:8])=[O:7])([CH3:4])([CH3:3])[CH3:2].S([CH2:36][N+:37]#[C-:38])(C1C=CC(C)=CC=1)(=O)=O.C([O-])([O-])=O.[K+].[K+].COCCOC, predict the reaction product. The product is: [C:1]([NH:5][S:6]([C:9]1[CH:10]=[CH:11][C:12]([N:15]2[C:16]([C:17]3[CH:22]=[CH:21][C:20]([O:23][CH3:24])=[C:19]([F:25])[CH:18]=3)=[CH:38][N:37]=[CH:36]2)=[CH:13][CH:14]=1)(=[O:8])=[O:7])([CH3:4])([CH3:3])[CH3:2]. (3) Given the reactants [CH2:1]([C:5]1[CH:6]=[C:7]2[C:12](=[C:13]([N:15]3[CH2:20][CH2:19][N:18](C(OC(C)(C)C)=O)[CH2:17][CH2:16]3)[CH:14]=1)[N:11]=[C:10]([CH2:28][CH2:29][C:30]([O:32][CH3:33])=[O:31])[CH:9]=[CH:8]2)[CH2:2][CH2:3][CH3:4].FC(F)(F)C(O)=O, predict the reaction product. The product is: [CH2:1]([C:5]1[CH:6]=[C:7]2[C:12](=[C:13]([N:15]3[CH2:20][CH2:19][NH:18][CH2:17][CH2:16]3)[CH:14]=1)[N:11]=[C:10]([CH2:28][CH2:29][C:30]([O:32][CH3:33])=[O:31])[CH:9]=[CH:8]2)[CH2:2][CH2:3][CH3:4]. (4) Given the reactants [CH2:1]([O:8][C:9]1[CH:14]=[CH:13][C:12]([N:15]([CH2:22][CH:23]=[C:24]([CH3:26])[CH3:25])[CH:16]2[CH2:21][CH2:20][NH:19][CH2:18][CH2:17]2)=[CH:11][CH:10]=1)[C:2]1[CH:7]=[CH:6][CH:5]=[CH:4][CH:3]=1.CCN(C(C)C)C(C)C.O.C([NH:44][C@H:45]([C:50](O)=[O:51])[CH2:46][CH:47]([CH3:49])[CH3:48])(OC(C)(C)C)=O.CN(C(ON1N=NC2C=CC=CC1=2)=[N+](C)C)C.F[P-](F)(F)(F)(F)F, predict the reaction product. The product is: [NH2:44][C@@H:45]([CH2:46][CH:47]([CH3:49])[CH3:48])[C:50]([N:19]1[CH2:20][CH2:21][CH:16]([N:15]([C:12]2[CH:13]=[CH:14][C:9]([O:8][CH2:1][C:2]3[CH:3]=[CH:4][CH:5]=[CH:6][CH:7]=3)=[CH:10][CH:11]=2)[CH2:22][CH:23]=[C:24]([CH3:26])[CH3:25])[CH2:17][CH2:18]1)=[O:51]. (5) Given the reactants [CH2:1]([N:8]1[C:13](=[O:14])[CH2:12][NH:11][C:10]2[N:15]=[CH:16][C:17](I)=[CH:18][C:9]1=2)[C:2]1[CH:7]=[CH:6][CH:5]=[CH:4][CH:3]=1.[N:20]1[CH:25]=[CH:24][CH:23]=[C:22](B(O)O)[CH:21]=1, predict the reaction product. The product is: [CH2:1]([N:8]1[C:13](=[O:14])[CH2:12][NH:11][C:10]2[N:15]=[CH:16][C:17]([C:22]3[CH:21]=[N:20][CH:25]=[CH:24][CH:23]=3)=[CH:18][C:9]1=2)[C:2]1[CH:7]=[CH:6][CH:5]=[CH:4][CH:3]=1. (6) Given the reactants [CH3:1][O:2][C:3]1[CH:8]=[CH:7][C:6]([C:9]2[NH:13][C:12]([C@@H:14]3[CH2:18][CH2:17][CH2:16][NH:15]3)=[N:11][CH:10]=2)=[CH:5][CH:4]=1.C(N(CC)CC)C.[C:26]([O:29][C@H:30]1[CH2:47][CH2:46][C@@:45]2([CH3:48])[C@@H:32]([CH2:33][CH2:34][C@:35]3([CH3:60])[C@@H:44]2[CH2:43][CH2:42][C@H:41]2[C@@:36]3([CH3:59])[CH2:37][CH2:38][C@@:39]3([C:56](Cl)=[O:57])[CH2:51][CH2:50][C@@H:49]([C:52]4(C)[CH2:54][CH2:53]4)[C@@H:40]32)[C:31]1([CH3:62])[CH3:61])(=[O:28])[CH3:27].C(O[C@H]1CC[C@@]2(C)[C@@H](CC[C@]3(C)[C@@H]2CC[C@H]2[C@@]3(C)CC[C@@]3(C(O)=O)CC[C@@H](C(C)=C)[C@@H]32)C1(C)C)(=O)C, predict the reaction product. The product is: [C:26]([O:29][C@H:30]1[CH2:47][CH2:46][C@@:45]2([CH3:48])[C@@H:32]([CH2:33][CH2:34][C@:35]3([CH3:60])[C@@H:44]2[CH2:43][CH2:42][C@H:41]2[C@@:36]3([CH3:59])[CH2:37][CH2:38][C@@:39]3([C:56]([N:15]4[CH2:16][CH2:17][CH2:18][CH:14]4[C:12]4[NH:13][C:9]([C:6]5[CH:5]=[CH:4][C:3]([O:2][CH3:1])=[CH:8][CH:7]=5)=[CH:10][N:11]=4)=[O:57])[CH2:51][CH2:50][C@@H:49]([C:52]([CH3:54])=[CH2:53])[C@@H:40]32)[C:31]1([CH3:62])[CH3:61])(=[O:28])[CH3:27]. (7) Given the reactants [CH:1]([NH:3][NH2:4])=O.Cl.C(N(CC)CC)C.C1(C)C(C)=CC=CC=1.Cl[C:22]1[N:27]=[N:26][C:25]([CH3:28])=[C:24]([C:29]2[CH:34]=[CH:33][C:32]([O:35][CH3:36])=[CH:31][CH:30]=2)[CH:23]=1, predict the reaction product. The product is: [CH3:36][O:35][C:32]1[CH:33]=[CH:34][C:29]([C:24]2[C:25]([CH3:28])=[N:26][N:27]3[CH:22]=[N:4][N:3]=[C:1]3[CH:23]=2)=[CH:30][CH:31]=1. (8) The product is: [ClH:46].[CH3:1][O:2][C:3]1[CH:12]=[C:11]([NH:13][C:14](=[O:43])[C:15]2[CH:20]=[CH:19][CH:18]=[C:17]([C:21]3[CH:22]=[C:23]([NH:30][C:31]4[CH:36]=[CH:35][CH:34]=[C:33]([N:37]5[CH2:41][CH2:40][CH2:39][CH:38]5[CH3:42])[N:32]=4)[C:24]4[N:25]([N:27]=[CH:28][N:29]=4)[CH:26]=3)[CH:16]=2)[CH:10]=[CH:9][C:4]=1[C:5]([OH:7])=[O:6]. Given the reactants [CH3:1][O:2][C:3]1[CH:12]=[C:11]([NH:13][C:14](=[O:43])[C:15]2[CH:20]=[CH:19][CH:18]=[C:17]([C:21]3[CH:22]=[C:23]([NH:30][C:31]4[CH:36]=[CH:35][CH:34]=[C:33]([N:37]5[CH2:41][CH2:40][CH2:39][CH:38]5[CH3:42])[N:32]=4)[C:24]4[N:25]([N:27]=[CH:28][N:29]=4)[CH:26]=3)[CH:16]=2)[CH:10]=[CH:9][C:4]=1[C:5]([O:7]C)=[O:6].[OH-].[Na+].[ClH:46], predict the reaction product. (9) Given the reactants [N+:1]([C:4]1[CH:5]=[C:6]2[C:11](=[CH:12][CH:13]=1)[NH:10][C:9](=O)[CH2:8][CH2:7]2)([O-:3])=[O:2].C(C1C(=O)C([Cl:25])=C(Cl)C(=O)C=1C#N)#N.P(Cl)(Cl)(Cl)=O, predict the reaction product. The product is: [Cl:25][C:9]1[CH:8]=[CH:7][C:6]2[C:11](=[CH:12][CH:13]=[C:4]([N+:1]([O-:3])=[O:2])[CH:5]=2)[N:10]=1. (10) Given the reactants [NH2:1][C:2]1[N:6]([CH:7]2[CH2:13][O:12][CH2:11][CH2:10][N:9](C(OC(C)(C)C)=O)[CH2:8]2)[N:5]=[C:4]([C:21]2[CH:26]=[CH:25][C:24]([O:27][C:28]3[CH:33]=[CH:32][CH:31]=[CH:30][CH:29]=3)=[CH:23][CH:22]=2)[C:3]=1[C:34]#[N:35].FC(F)(F)C(O)=O.C([SiH](CC)CC)C, predict the reaction product. The product is: [NH2:1][C:2]1[N:6]([CH:7]2[CH2:13][O:12][CH2:11][CH2:10][NH:9][CH2:8]2)[N:5]=[C:4]([C:21]2[CH:22]=[CH:23][C:24]([O:27][C:28]3[CH:33]=[CH:32][CH:31]=[CH:30][CH:29]=3)=[CH:25][CH:26]=2)[C:3]=1[C:34]#[N:35].